This data is from Full USPTO retrosynthesis dataset with 1.9M reactions from patents (1976-2016). The task is: Predict the reactants needed to synthesize the given product. Given the product [CH2:12]([N:7]1[C:8]2[CH:9]=[C:10]3[NH:11][C:17]([C:19]4[C:27]5[C:22](=[CH:23][CH:24]=[C:25]([C:28]([OH:30])=[O:29])[CH:26]=5)[NH:21][N:20]=4)=[N:1][C:2]3=[CH:3][C:4]=2[C:5]([CH3:15])([CH3:16])[C:6]1=[O:14])[CH3:13], predict the reactants needed to synthesize it. The reactants are: [NH2:1][C:2]1[CH:3]=[C:4]2[C:8](=[CH:9][C:10]=1[NH2:11])[N:7]([CH2:12][CH3:13])[C:6](=[O:14])[C:5]2([CH3:16])[CH3:15].[CH:17]([C:19]1[C:27]2[C:22](=[CH:23][CH:24]=[C:25]([C:28]([OH:30])=[O:29])[CH:26]=2)[NH:21][N:20]=1)=O.[S].O.